Dataset: Experimentally validated miRNA-target interactions with 360,000+ pairs, plus equal number of negative samples. Task: Binary Classification. Given a miRNA mature sequence and a target amino acid sequence, predict their likelihood of interaction. The miRNA is hsa-miR-1972 with sequence UCAGGCCAGGCACAGUGGCUCA. The protein sequence of the target gene is MAEGTAEAPLENGGGGDSGAGALERGVAPIKRQYLTTKEQFHQFLEAKGQEKTCRETEVGDPAGNELAEPEAKRIRLEDGQTADGQTEEAAEPGEQLQTQKRARGQNKGRPHVKPTNYDKNRLCPSLIQESAAKCFFGDRCRFLHDVGRYLETKPADLGPRCVLFETFGRCPYGVTCRFAGAHLRPEGQNLVQEELAARGTQPPSIRNGLDKALQQQLRKREVRFERAEQALRRFSQGPTPAAAVPEGTAAEGAPRQENCGAQQVPAGPGTSTPPSSPVRTCGPLTDEDVVRLRPCEKKR.... Result: 0 (no interaction).